From a dataset of Forward reaction prediction with 1.9M reactions from USPTO patents (1976-2016). Predict the product of the given reaction. (1) Given the reactants [Cl:1][C:2]1[C:7]([Cl:8])=[C:6]([S:9](=[O:18])(=[O:17])[NH:10][C@@H:11]([CH3:16])[C:12]([F:15])([F:14])[F:13])[CH:5]=[CH:4][C:3]=1[C:19]1[S:23][C:22]([C:24](OCC)=[O:25])=[N:21][C:20]=1[C:29]([N:31]1[CH2:36][CH2:35][CH2:34][CH2:33][C@@H:32]1[CH3:37])=[O:30].C[C@H]1CCCCN1.[BH4-].[Na+], predict the reaction product. The product is: [Cl:8][C:7]1[C:2]([Cl:1])=[C:3]([C:19]2[S:23][C:22]([CH2:24][OH:25])=[N:21][C:20]=2[C:29]([N:31]2[CH2:36][CH2:35][CH2:34][CH2:33][C@@H:32]2[CH3:37])=[O:30])[CH:4]=[CH:5][C:6]=1[S:9]([NH:10][C@@H:11]([CH3:16])[C:12]([F:13])([F:14])[F:15])(=[O:17])=[O:18]. (2) Given the reactants [OH:1][C:2]1[CH:7]=[C:6]([O:8][CH3:9])[CH:5]=[CH:4][C:3]=1[C:10]([C:12]1[CH:17]=[CH:16][C:15]([O:18][CH2:19][C:20]2[N:21]=[C:22]([C:26]3[CH:31]=[CH:30][CH:29]=[CH:28][CH:27]=3)[O:23][C:24]=2[CH3:25])=[CH:14][CH:13]=1)=[O:11].Br[C:33]1([C:37]([O:39]CC)=[O:38])[CH2:36][CH2:35][CH2:34]1.C(=O)([O-])[O-].[K+].[K+].S([O-])([O-])(=O)=O.[Mg+2], predict the reaction product. The product is: [CH3:9][O:8][C:6]1[CH:5]=[CH:4][C:3]([C:10](=[O:11])[C:12]2[CH:13]=[CH:14][C:15]([O:18][CH2:19][C:20]3[N:21]=[C:22]([C:26]4[CH:27]=[CH:28][CH:29]=[CH:30][CH:31]=4)[O:23][C:24]=3[CH3:25])=[CH:16][CH:17]=2)=[C:2]([CH:7]=1)[O:1][C:33]1([C:37]([OH:39])=[O:38])[CH2:36][CH2:35][CH2:34]1. (3) Given the reactants [CH:1]1([S:4]([C:7]2[CH:12]=[CH:11][C:10]([CH:13](N3C=CC=C3C3C=C(C(O)=O)C=NC=3)[CH2:14][CH:15]3[CH2:20][CH2:19][O:18][CH2:17][CH2:16]3)=[CH:9][CH:8]=2)(=[O:6])=[O:5])[CH2:3][CH2:2]1.[CH2:35]([O:37][CH2:38][CH2:39]N)C.Cl.CN(C)[CH2:44][CH2:45][CH2:46]N=C=NCC.O[N:54]1[C:58]2[CH:59]=[CH:60][CH:61]=[CH:62][C:57]=2[N:56]=N1.[CH3:63][N:64](C)[CH:65]=[O:66], predict the reaction product. The product is: [CH:1]1([S:4]([C:7]2[CH:12]=[CH:11][C:10]([CH:13]([C:44]3[NH:54][C:58]([C:57]4[N:56]=[CH:59][C:60]([C:65]([NH:64][CH2:63][CH2:35][O:37][CH2:38][CH3:39])=[O:66])=[CH:61][CH:62]=4)=[CH:46][CH:45]=3)[CH2:14][CH:15]3[CH2:16][CH2:17][O:18][CH2:19][CH2:20]3)=[CH:9][CH:8]=2)(=[O:6])=[O:5])[CH2:3][CH2:2]1. (4) Given the reactants [OH:1][CH:2]1[CH2:6][CH2:5][N:4]([C:7]([O:9][CH2:10][C:11]2[CH:16]=[CH:15][CH:14]=[CH:13][CH:12]=2)=[O:8])[CH2:3]1.[O:17]1[CH:22]=[CH:21][CH2:20][CH2:19][CH2:18]1.C1(C)C=CC(S(O)(=O)=O)=CC=1, predict the reaction product. The product is: [O:17]1[CH2:22][CH2:21][CH2:20][CH2:19][CH:18]1[O:1][CH:2]1[CH2:6][CH2:5][N:4]([C:7]([O:9][CH2:10][C:11]2[CH:16]=[CH:15][CH:14]=[CH:13][CH:12]=2)=[O:8])[CH2:3]1. (5) Given the reactants [N+](C1C=CC(C[C:9]2([CH2:21][N:22](C(OC(C)(C)C)=O)[S:23](=[O:26])(=[O:25])[NH2:24])[CH2:13][CH:12]([S:14]C(=O)C)[CH2:11][N:10]2C([O-])=O)=CC=1)([O-])=O.C(Cl)(=O)C.O(P(O[C:57]1[C@H:63]([CH3:64])[CH:62]2[N:59]([C:60](=[O:68])[CH:61]2[C@H:65]([OH:67])[CH3:66])[C:58]=1[C:69]([O:71]CC1C=CC([N+]([O-])=O)=CC=1)=[O:70])(OC1C=CC=CC=1)=O)C1C=CC=CC=1.C(N(C(C)C)CC)(C)C, predict the reaction product. The product is: [CH3:64][C@H:63]1[C:57]([S:14][C@@H:12]2[CH2:11][NH:10][C@H:9]([CH2:21][NH:22][S:23]([NH2:24])(=[O:26])=[O:25])[CH2:13]2)=[C:58]([C:69]([OH:71])=[O:70])[N:59]2[C@H:62]1[C@@H:61]([C@H:65]([OH:67])[CH3:66])[C:60]2=[O:68].